This data is from NCI-60 drug combinations with 297,098 pairs across 59 cell lines. The task is: Regression. Given two drug SMILES strings and cell line genomic features, predict the synergy score measuring deviation from expected non-interaction effect. (1) Drug 1: C1=NC2=C(N=C(N=C2N1C3C(C(C(O3)CO)O)F)Cl)N. Drug 2: CCC1=C2CN3C(=CC4=C(C3=O)COC(=O)C4(CC)O)C2=NC5=C1C=C(C=C5)O. Cell line: HT29. Synergy scores: CSS=20.5, Synergy_ZIP=-1.32, Synergy_Bliss=3.54, Synergy_Loewe=2.19, Synergy_HSA=5.88. (2) Drug 1: C1CCN(CC1)CCOC2=CC=C(C=C2)C(=O)C3=C(SC4=C3C=CC(=C4)O)C5=CC=C(C=C5)O. Drug 2: CNC(=O)C1=NC=CC(=C1)OC2=CC=C(C=C2)NC(=O)NC3=CC(=C(C=C3)Cl)C(F)(F)F. Cell line: SNB-19. Synergy scores: CSS=14.6, Synergy_ZIP=-1.53, Synergy_Bliss=1.02, Synergy_Loewe=-2.33, Synergy_HSA=-2.38. (3) Drug 1: CCCCC(=O)OCC(=O)C1(CC(C2=C(C1)C(=C3C(=C2O)C(=O)C4=C(C3=O)C=CC=C4OC)O)OC5CC(C(C(O5)C)O)NC(=O)C(F)(F)F)O. Drug 2: C1=CC=C(C=C1)NC(=O)CCCCCCC(=O)NO. Cell line: SF-268. Synergy scores: CSS=53.3, Synergy_ZIP=18.1, Synergy_Bliss=17.5, Synergy_Loewe=7.00, Synergy_HSA=11.1. (4) Cell line: SN12C. Drug 2: C1=CC=C(C(=C1)C(C2=CC=C(C=C2)Cl)C(Cl)Cl)Cl. Synergy scores: CSS=48.3, Synergy_ZIP=1.94, Synergy_Bliss=3.00, Synergy_Loewe=-35.2, Synergy_HSA=3.52. Drug 1: C1=CC(=C2C(=C1NCCNCCO)C(=O)C3=C(C=CC(=C3C2=O)O)O)NCCNCCO. (5) Drug 1: CC1C(C(=O)NC(C(=O)N2CCCC2C(=O)N(CC(=O)N(C(C(=O)O1)C(C)C)C)C)C(C)C)NC(=O)C3=C4C(=C(C=C3)C)OC5=C(C(=O)C(=C(C5=N4)C(=O)NC6C(OC(=O)C(N(C(=O)CN(C(=O)C7CCCN7C(=O)C(NC6=O)C(C)C)C)C)C(C)C)C)N)C. Drug 2: C1CNP(=O)(OC1)N(CCCl)CCCl. Cell line: SK-OV-3. Synergy scores: CSS=17.5, Synergy_ZIP=-4.59, Synergy_Bliss=-0.0470, Synergy_Loewe=-90.1, Synergy_HSA=-0.262. (6) Drug 1: CN(C)N=NC1=C(NC=N1)C(=O)N. Drug 2: CN(C)C1=NC(=NC(=N1)N(C)C)N(C)C. Cell line: CAKI-1. Synergy scores: CSS=5.86, Synergy_ZIP=-4.44, Synergy_Bliss=-7.10, Synergy_Loewe=-7.09, Synergy_HSA=-4.55.